Dataset: Reaction yield outcomes from USPTO patents with 853,638 reactions. Task: Predict the reaction yield, written as a fraction of the theoretical maximum amount of product (1.0 means a 100% yield; for example, 0.34 means a 34% yield). (1) The reactants are [CH2:1]([C:8]1[S:12][C:11]2[CH:13]=[CH:14][CH:15]=[CH:16][C:10]=2[CH:9]=1)[C:2]1[CH:7]=[CH:6][CH:5]=[CH:4][CH:3]=1.[C:17](Cl)(=[O:26])[C:18]1[CH:23]=[CH:22][C:21]([O:24][CH3:25])=[CH:20][CH:19]=1.[Sn](Cl)(Cl)(Cl)Cl. The product is [CH2:1]([C:8]1[S:12][C:11]2[CH:13]=[CH:14][CH:15]=[CH:16][C:10]=2[C:9]=1[C:17]([C:18]1[CH:23]=[CH:22][C:21]([O:24][CH3:25])=[CH:20][CH:19]=1)=[O:26])[C:2]1[CH:3]=[CH:4][CH:5]=[CH:6][CH:7]=1. The catalyst is C(=S)=S. The yield is 0.850. (2) The reactants are CS(O[CH2:6][CH2:7][O:8][CH2:9][CH2:10][O:11][CH2:12][CH2:13][O:14][CH2:15][CH2:16][O:17][CH2:18][CH2:19][O:20][C:21]12[CH2:30][CH:25]3[CH2:26][CH:27]([CH2:29][CH:23]([CH2:24]3)[CH2:22]1)[CH2:28]2)(=O)=O.[N-:31]=[N+:32]=[N-:33].[Na+]. The catalyst is CN(C=O)C.O. The product is [C:21]12([O:20][CH2:19][CH2:18][O:17][CH2:16][CH2:15][O:14][CH2:13][CH2:12][O:11][CH2:10][CH2:9][O:8][CH2:7][CH2:6][N:31]=[N+:32]=[N-:33])[CH2:30][CH:25]3[CH2:26][CH:27]([CH2:29][CH:23]([CH2:24]3)[CH2:22]1)[CH2:28]2. The yield is 0.790. (3) The reactants are C[O:2][C:3]1[C:8]2[NH:9][C:10]([C:12]3[S:13][CH:14]=[CH:15][CH:16]=3)=[N:11][C:7]=2[C:6]([C:17]([OH:19])=O)=[CH:5][CH:4]=1.[NH2:20][C@H:21]([CH2:24][C:25]1[N:26]=[CH:27][NH:28][CH:29]=1)[CH2:22][OH:23]. No catalyst specified. The product is [OH:2][C:3]1[C:8]2[NH:9][C:10]([C:12]3[S:13][CH:14]=[CH:15][CH:16]=3)=[N:11][C:7]=2[C:6]([C:17]([NH:20][C@H:21]([CH2:24][C:25]2[N:26]=[CH:27][NH:28][CH:29]=2)[CH2:22][OH:23])=[O:19])=[CH:5][CH:4]=1. The yield is 0.180. (4) The reactants are Cl.[CH3:2][O:3][C:4]1[CH:5]=[C:6]([CH:10]2[CH2:15][CH2:14][CH2:13][NH:12][CH2:11]2)[CH:7]=[CH:8][CH:9]=1.CCN(C(C)C)C(C)C.[F:25][C:26]([F:31])([F:30])[C@@H:27]1[CH2:29][O:28]1. The catalyst is C(#N)C. The product is [F:25][C:26]([F:31])([F:30])[C@@H:27]([OH:28])[CH2:29][N:12]1[CH2:13][CH2:14][CH2:15][CH:10]([C:6]2[CH:7]=[CH:8][CH:9]=[C:4]([O:3][CH3:2])[CH:5]=2)[CH2:11]1. The yield is 0.990. (5) The reactants are [Cl:1][C:2]1[CH:3]=[C:4]2[C:8](=[C:9]([CH3:11])[CH:10]=1)[NH:7][C:6](=O)[C:5]2=O.[H-].[Al+3].[Li+].[H-].[H-].[H-]. The catalyst is CCOCC. The product is [Cl:1][C:2]1[CH:3]=[C:4]2[C:8](=[C:9]([CH3:11])[CH:10]=1)[NH:7][CH:6]=[CH:5]2. The yield is 0.830.